This data is from Cav3 T-type calcium channel HTS with 100,875 compounds. The task is: Binary Classification. Given a drug SMILES string, predict its activity (active/inactive) in a high-throughput screening assay against a specified biological target. (1) The compound is Clc1ccc(n2nnnc2c2cn(c3c(c2=O)cccc3)CC(=O)c2ccccc2)cc1. The result is 0 (inactive). (2) The molecule is o1c2c(n(CCCN3C(=O)c4c(C3=O)cccc4)c1=O)cccc2. The result is 0 (inactive). (3) The drug is Clc1c(C(=O)NC(CC(C)C)C(O)=O)ccc(Cl)c1. The result is 0 (inactive). (4) The compound is S=C(NCc1cc2OCOc2cc1)Nc1c(cc(cc1)C)C. The result is 0 (inactive). (5) The compound is O=c1[nH]c(=O)n(c(N)c1N(CC)C(=O)Nc1c(OC)cccc1)Cc1ccccc1. The result is 0 (inactive). (6) The compound is O1N=C(CC1C(=O)Nc1n(nc(c1)C)c1ccccc1)c1c(OC)ccc(OC)c1. The result is 0 (inactive). (7) The molecule is Brc1cc2c(cc(nc2cc1)C)C(OCCCC)=O. The result is 0 (inactive).